This data is from Forward reaction prediction with 1.9M reactions from USPTO patents (1976-2016). The task is: Predict the product of the given reaction. Given the reactants [Br:1][C:2]1[CH:7]=[C:6]([CH3:8])[C:5]([N:9]2[C:13]3[N:14]=[C:15]([CH3:28])[N:16]=[C:17]([N:18]4[CH2:23][CH2:22][CH:21]([CH2:24][CH2:25][C:26]#[N:27])[CH2:20][CH2:19]4)[C:12]=3[C:11]([CH3:29])=[C:10]2[CH3:30])=[C:4]([CH3:31])[CH:3]=1.[OH:32]S(O)(=O)=O.[OH-].[Na+], predict the reaction product. The product is: [Br:1][C:2]1[CH:7]=[C:6]([CH3:8])[C:5]([N:9]2[C:13]3[N:14]=[C:15]([CH3:28])[N:16]=[C:17]([N:18]4[CH2:23][CH2:22][CH:21]([CH2:24][CH2:25][C:26]([NH2:27])=[O:32])[CH2:20][CH2:19]4)[C:12]=3[C:11]([CH3:29])=[C:10]2[CH3:30])=[C:4]([CH3:31])[CH:3]=1.